From a dataset of Catalyst prediction with 721,799 reactions and 888 catalyst types from USPTO. Predict which catalyst facilitates the given reaction. (1) Reactant: [C:1]1([C@@H:7]([NH2:10])[CH2:8]C)[CH:6]=[CH:5][CH:4]=[CH:3][CH:2]=1.Cl[C:12]1[N:20]=[CH:19][N:18]=[C:17]2[C:13]=1[NH:14][CH:15]=[N:16]2. Product: [C:1]1([C@@H:7]([NH:10][C:12]2[N:20]=[CH:19][N:18]=[C:17]3[C:13]=2[NH:14][CH:15]=[N:16]3)[CH3:8])[CH:2]=[CH:3][CH:4]=[CH:5][CH:6]=1. The catalyst class is: 14. (2) The catalyst class is: 4. Product: [C:18]([O:22][C:23]([N:13]1[CH2:12][C@@H:11]2[N:3]([C:4]3[N:5]=[C:6]4[CH2:17][O:16][CH2:15][C:7]4=[CH:8][C:9]=3[CH2:10]2)[C@H:2]([CH3:1])[CH2:14]1)=[O:24])([CH3:21])([CH3:20])[CH3:19]. Reactant: [CH3:1][C@@H:2]1[CH2:14][NH:13][CH2:12][C@@H:11]2[N:3]1[C:4]1[N:5]=[C:6]3[CH2:17][O:16][CH2:15][C:7]3=[CH:8][C:9]=1[CH2:10]2.[C:18]([O:22][C:23](O[C:23]([O:22][C:18]([CH3:21])([CH3:20])[CH3:19])=[O:24])=[O:24])([CH3:21])([CH3:20])[CH3:19]. (3) Reactant: [NH2:1][C:2]1[S:3][C:4]2[CH:15]=[CH:14][CH:13]=[CH:12][C:5]=2[C:6]=1[C:7]([O:9][CH2:10][CH3:11])=[O:8].C1C(=O)N([Br:23])C(=O)C1. Product: [NH2:1][C:2]1[S:3][C:4]2[CH:15]=[C:14]([Br:23])[CH:13]=[CH:12][C:5]=2[C:6]=1[C:7]([O:9][CH2:10][CH3:11])=[O:8]. The catalyst class is: 22. (4) Reactant: [NH2:1][C:2]([NH2:4])=[O:3].[F:5][CH:6]([C:11](OC)=[O:12])[C:7](OC)=[O:8].C[O-].[Na+]. Product: [F:5][C:6]1[C:7](=[O:8])[NH:1][C:2](=[O:3])[NH:4][C:11]=1[OH:12]. The catalyst class is: 5. (5) Product: [Cl:1][CH2:2][CH2:3][CH2:4][O:5][C:6]1[CH:15]=[CH:14][C:9]([C:10]([OH:12])=[O:11])=[CH:8][CH:7]=1. Reactant: [Cl:1][CH2:2][CH2:3][CH2:4][O:5][C:6]1[CH:15]=[CH:14][C:9]([C:10]([O:12]C)=[O:11])=[CH:8][CH:7]=1.[OH-].[Na+]. The catalyst class is: 8. (6) Reactant: [Cl:1][C:2]1[CH:3]=[CH:4][C:5]([O:26]CC2C=CC=CC=2)=[C:6]([CH2:8][N:9]2[C:13]([CH3:14])=[CH:12][C:11]([N:15]3[CH2:20][CH2:19][N:18]([CH2:21][CH:22]([CH3:24])[CH3:23])[CH2:17][C:16]3=[O:25])=[N:10]2)[CH:7]=1.B(Br)(Br)Br. Product: [Cl:1][C:2]1[CH:3]=[CH:4][C:5]([OH:26])=[C:6]([CH2:8][N:9]2[C:13]([CH3:14])=[CH:12][C:11]([N:15]3[CH2:20][CH2:19][N:18]([CH2:21][CH:22]([CH3:24])[CH3:23])[CH2:17][C:16]3=[O:25])=[N:10]2)[CH:7]=1. The catalyst class is: 4.